From a dataset of Forward reaction prediction with 1.9M reactions from USPTO patents (1976-2016). Predict the product of the given reaction. (1) Given the reactants CS(O[CH2:6][C@H:7]1[CH2:12][N:11]([S:13]([C:16]2[S:17][CH:18]=[CH:19][CH:20]=2)(=[O:15])=[O:14])[CH2:10][CH2:9][N:8]1[C:21]1[CH:26]=[CH:25][C:24]([C:27]([OH:33])([CH3:32])[C:28]([F:31])([F:30])[F:29])=[CH:23][CH:22]=1)(=O)=O.Cl.[NH:35]1[CH2:40][CH2:39][O:38][CH2:37][C@H:36]1[CH2:41][OH:42].C(=O)([O-])[O-].[K+].[K+], predict the reaction product. The product is: [F:31][C:28]([F:29])([F:30])[C:27]([C:24]1[CH:23]=[CH:22][C:21]([N:8]2[CH2:9][CH2:10][N:11]([S:13]([C:16]3[S:17][CH:18]=[CH:19][CH:20]=3)(=[O:15])=[O:14])[CH2:12][C@@H:7]2[CH2:6][N:35]2[CH2:40][CH2:39][O:38][CH2:37][C@H:36]2[CH2:41][OH:42])=[CH:26][CH:25]=1)([OH:33])[CH3:32]. (2) Given the reactants [CH3:1][N:2]([CH3:32])[CH2:3][CH2:4][CH2:5][NH:6]C(C1C=C(C2C=CC(CSCCOC3C=CC=CC=3)=CC=2)C=CC=1)=O.[O:33]([CH2:40][CH2:41][S:42][CH2:43][C:44]1[CH:45]=[C:46]([C:50]2[CH:55]=[CH:54][C:53]([C:56](O)=[O:57])=[CH:52][CH:51]=2)[CH:47]=[CH:48][CH:49]=1)[C:34]1[CH:39]=[CH:38][CH:37]=[CH:36][CH:35]=1.CN(C)CCCN, predict the reaction product. The product is: [CH3:1][N:2]([CH3:32])[CH2:3][CH2:4][CH2:5][NH:6][C:56]([C:53]1[CH:52]=[CH:51][C:50]([C:46]2[CH:47]=[CH:48][CH:49]=[C:44]([CH2:43][S:42][CH2:41][CH2:40][O:33][C:34]3[CH:39]=[CH:38][CH:37]=[CH:36][CH:35]=3)[CH:45]=2)=[CH:55][CH:54]=1)=[O:57]. (3) Given the reactants Br[C:2]1[CH:16]=[CH:15][C:5]([O:6][C:7]([CH3:14])([CH3:13])[C:8]([O:10][CH2:11][CH3:12])=[O:9])=[CH:4][CH:3]=1.C([Sn](CCCC)(CCCC)[C:22]1[CH:27]=[CH:26][CH:25]=[CH:24][N:23]=1)CCC, predict the reaction product. The product is: [CH3:13][C:7]([O:6][C:5]1[CH:15]=[CH:16][C:2]([C:22]2[CH:27]=[CH:26][CH:25]=[CH:24][N:23]=2)=[CH:3][CH:4]=1)([CH3:14])[C:8]([O:10][CH2:11][CH3:12])=[O:9]. (4) Given the reactants Br[C:2]1[CH:7]=[C:6]([F:8])[CH:5]=[CH:4][C:3]=1[S:9]([NH:12][C:13]1[CH:22]=[CH:21][C:20]2[C:19]3=[CH:23][CH:24]=[N:25][N:18]3[CH:17]=[CH:16][C:15]=2[C:14]=1[C:26]([O:28][CH3:29])=[O:27])(=[O:11])=[O:10].F[B-](F)(F)F.C([PH+](C(C)(C)C)C(C)(C)C)(C)(C)C.[CH2:48]([N:50]([CH2:67][CH3:68])[CH2:51]/[CH:52]=[CH:53]\[Sn](CCCC)(CCCC)CCCC)[CH3:49], predict the reaction product. The product is: [CH2:48]([N:50]([CH2:67][CH3:68])[CH2:51]/[CH:52]=[CH:53]\[C:2]1[CH:7]=[C:6]([F:8])[CH:5]=[CH:4][C:3]=1[S:9]([NH:12][C:13]1[CH:22]=[CH:21][C:20]2[C:19]3=[CH:23][CH:24]=[N:25][N:18]3[CH:17]=[CH:16][C:15]=2[C:14]=1[C:26]([O:28][CH3:29])=[O:27])(=[O:11])=[O:10])[CH3:49].